This data is from Full USPTO retrosynthesis dataset with 1.9M reactions from patents (1976-2016). The task is: Predict the reactants needed to synthesize the given product. (1) Given the product [CH3:14][CH:13]([C:7]1([CH3:8])[CH2:2][CH:3]2[CH2:9][C:6]1([CH3:19])[CH2:5][CH2:4]2)[CH:12]1[CH2:18][CH2:15][CH2:16][CH2:11]1, predict the reactants needed to synthesize it. The reactants are: C=[C:2]1[CH:7]([CH3:8])[CH:6]2[CH2:9][CH:3]1[CH2:4][CH2:5]2.C[C:11]1[CH:12]2[CH2:18][CH:15]([C:16]=1C)[CH2:14][CH2:13]2.[CH3:19]C(C1C=C(NC(NC2C=CC(OCC(O)CNC(C)(C)C)=C(C(C)=O)C=2)=O)C=CC=1OCC(O)CNC(C)(C)C)=O.[H][H]. (2) Given the product [C:1]([NH:24][C@@H:25]([CH3:45])[C:26]([O:28][C@H:29]([CH3:44])[C@H:30]([NH:35][C:36](=[O:43])[C:37]1[CH:42]=[CH:41][CH:40]=[N:39][CH:38]=1)[C:31]([O:33][CH3:34])=[O:32])=[O:27])(=[O:23])[CH2:2][CH2:3][CH2:4]/[CH:5]=[CH:6]\[CH2:7]/[CH:8]=[CH:9]\[CH2:10]/[CH:11]=[CH:12]\[CH2:13]/[CH:14]=[CH:15]\[CH2:16]/[CH:17]=[CH:18]\[CH2:19][CH3:20], predict the reactants needed to synthesize it. The reactants are: [C:1]([NH:24][C@@H:25]([CH3:45])[C:26]([O:28][C@H:29]([CH3:44])[C@H:30]([NH:35][C:36](=[O:43])[C:37]1[CH:42]=[CH:41][CH:40]=[N:39][CH:38]=1)[C:31]([O:33][CH3:34])=[O:32])=[O:27])(=[O:23])[CH2:2][CH2:3]/[CH:4]=[CH:5]\[CH2:6]/[CH:7]=[CH:8]\[CH2:9]/[CH:10]=[CH:11]\[CH2:12]/[CH:13]=[CH:14]\[CH2:15]/[CH:16]=[CH:17]\[CH2:18]/[CH:19]=[CH:20]\CC.C(O)(=O)CCC/C=C\C/C=C\C/C=C\C/C=C\C/C=C\CC.